From a dataset of Reaction yield outcomes from USPTO patents with 853,638 reactions. Predict the reaction yield, written as a fraction of the theoretical maximum amount of product (1.0 means a 100% yield; for example, 0.34 means a 34% yield). (1) The reactants are [Br:1][C:2]1[CH:7]=[CH:6][C:5]([F:8])=[C:4](I)[CH:3]=1.C([Li])CCC.CCCCCC.[CH2:21]([O:24][CH2:25][C:26](N(OC)C)=[O:27])[CH:22]=[CH2:23]. The catalyst is O1CCCC1. The product is [CH2:21]([O:24][CH2:25][C:26]([C:4]1[CH:3]=[C:2]([Br:1])[CH:7]=[CH:6][C:5]=1[F:8])=[O:27])[CH:22]=[CH2:23]. The yield is 0.640. (2) The reactants are [CH3:1][C:2]1([CH3:17])[O:6][C@@H:5]([C:7](Cl)=[N:8]OS(C)(=O)=O)[C:4]([CH3:16])([CH3:15])[O:3]1.[S-:18][C:19]#[N:20].[Na+].N1C=CC=CC=1.[N:28]1[CH:33]=[CH:32][CH:31]=[CH:30][C:29]=1[S:34][C:35]1[CH:36]=[C:37]([O:42][C:43]2[C:44]([CH3:50])=[N:45][N:46]([CH3:49])[C:47]=2[CH3:48])[C:38]([NH2:41])=[N:39][CH:40]=1. The catalyst is O. The product is [N:28]1[CH:33]=[CH:32][CH:31]=[CH:30][C:29]=1[S:34][C:35]1[CH:36]=[C:37]([O:42][C:43]2[C:44]([CH3:50])=[N:45][N:46]([CH3:49])[C:47]=2[CH3:48])[C:38]([NH:41][C:19]2[S:18][N:8]=[C:7]([C@H:5]3[C:4]([CH3:15])([CH3:16])[O:3][C:2]([CH3:1])([CH3:17])[O:6]3)[N:20]=2)=[N:39][CH:40]=1. The yield is 0.565. (3) The reactants are C(O[N:19]1[C:24](=O)[CH2:23][CH2:22][C:20]1=O)(OCC1C2C(=CC=CC=2)C2C1=CC=CC=2)=O.Cl.N[C@@H:28](CC=CC)[C:29]([OH:31])=[O:30].C([O-])(O)=O.[Na+].Cl. The catalyst is CC(C)=O.O. The product is [CH2:24]([NH:19][CH2:28][C:29]([OH:31])=[O:30])[CH:23]=[CH:22][CH3:20]. The yield is 0.780. (4) The reactants are [C:1]([O:5][C:6](=[O:35])[NH:7][C@H:8]([C:29]1[CH:34]=[CH:33][CH:32]=[CH:31][CH:30]=1)[CH2:9][N:10]1[C:15](=[O:16])[C:14](Br)=[C:13]([CH3:18])[N:12]([CH2:19][C:20]2[C:25]([F:26])=[CH:24][CH:23]=[CH:22][C:21]=2[F:27])[C:11]1=[O:28])([CH3:4])([CH3:3])[CH3:2].[CH2:36]([N:43]1[CH2:48][CH2:47][NH:46][CH2:45][CH2:44]1)[C:37]1[CH:42]=[CH:41][CH:40]=[CH:39][CH:38]=1. The catalyst is C(#N)C. The product is [C:1]([O:5][C:6](=[O:35])[NH:7][C@H:8]([C:29]1[CH:34]=[CH:33][CH:32]=[CH:31][CH:30]=1)[CH2:9][N:10]1[C:15](=[O:16])[C:14]([N:46]2[CH2:47][CH2:48][N:43]([CH2:36][C:37]3[CH:38]=[CH:39][CH:40]=[CH:41][CH:42]=3)[CH2:44][CH2:45]2)=[C:13]([CH3:18])[N:12]([CH2:19][C:20]2[C:25]([F:26])=[CH:24][CH:23]=[CH:22][C:21]=2[F:27])[C:11]1=[O:28])([CH3:4])([CH3:3])[CH3:2]. The yield is 0.620. (5) The reactants are [C:1]1([S:7]([N:10]2[C:14]3[CH:15]=[N:16][C:17]([C:32]#[N:33])=[C:18]([O:19][CH:20]4[CH2:25][CH2:24][N:23]([CH2:26][CH2:27][S:28]([CH3:31])(=[O:30])=[O:29])[CH2:22][CH2:21]4)[C:13]=3[C:12]3[CH:34]=[C:35](Br)[CH:36]=[N:37][C:11]2=3)(=[O:9])=[O:8])[CH:6]=[CH:5][CH:4]=[CH:3][CH:2]=1.C(N(CC)CC)C. The catalyst is [Pd].ClCCl. The product is [C:1]1([S:7]([N:10]2[C:14]3[CH:15]=[N:16][C:17]([C:32]#[N:33])=[C:18]([O:19][CH:20]4[CH2:21][CH2:22][N:23]([CH2:26][CH2:27][S:28]([CH3:31])(=[O:30])=[O:29])[CH2:24][CH2:25]4)[C:13]=3[C:12]3[CH:34]=[CH:35][CH:36]=[N:37][C:11]2=3)(=[O:9])=[O:8])[CH:2]=[CH:3][CH:4]=[CH:5][CH:6]=1. The yield is 0.650. (6) The product is [CH3:33][S:34]([OH:37])(=[O:36])=[O:35].[Cl:1][C:2]1[CH:7]=[C:6]([O:8][C:9]2[C:10]3[N:17]([CH3:18])[CH:16]=[CH:15][C:11]=3[N:12]=[CH:13][N:14]=2)[CH:5]=[CH:4][C:3]=1[NH:19][C:20]([NH:22][C:23]1[CH:28]=[CH:27][CH:26]=[C:25]([C:29]([F:31])([F:30])[F:32])[CH:24]=1)=[O:21]. The yield is 0.640. The catalyst is C(#N)C. The reactants are [Cl:1][C:2]1[CH:7]=[C:6]([O:8][C:9]2[C:10]3[N:17]([CH3:18])[CH:16]=[CH:15][C:11]=3[N:12]=[CH:13][N:14]=2)[CH:5]=[CH:4][C:3]=1[NH:19][C:20]([NH:22][C:23]1[CH:28]=[CH:27][CH:26]=[C:25]([C:29]([F:32])([F:31])[F:30])[CH:24]=1)=[O:21].[CH3:33][S:34]([OH:37])(=[O:36])=[O:35].